Dataset: NCI-60 drug combinations with 297,098 pairs across 59 cell lines. Task: Regression. Given two drug SMILES strings and cell line genomic features, predict the synergy score measuring deviation from expected non-interaction effect. (1) Drug 1: C1=C(C(=O)NC(=O)N1)N(CCCl)CCCl. Drug 2: CCC1(CC2CC(C3=C(CCN(C2)C1)C4=CC=CC=C4N3)(C5=C(C=C6C(=C5)C78CCN9C7C(C=CC9)(C(C(C8N6C)(C(=O)OC)O)OC(=O)C)CC)OC)C(=O)OC)O.OS(=O)(=O)O. Cell line: COLO 205. Synergy scores: CSS=62.8, Synergy_ZIP=-3.03, Synergy_Bliss=-5.15, Synergy_Loewe=-6.03, Synergy_HSA=-5.08. (2) Drug 1: CC1=CC=C(C=C1)C2=CC(=NN2C3=CC=C(C=C3)S(=O)(=O)N)C(F)(F)F. Drug 2: CCC1(CC2CC(C3=C(CCN(C2)C1)C4=CC=CC=C4N3)(C5=C(C=C6C(=C5)C78CCN9C7C(C=CC9)(C(C(C8N6C)(C(=O)OC)O)OC(=O)C)CC)OC)C(=O)OC)O.OS(=O)(=O)O. Cell line: T-47D. Synergy scores: CSS=-7.15, Synergy_ZIP=3.88, Synergy_Bliss=0.703, Synergy_Loewe=-4.89, Synergy_HSA=-5.21. (3) Drug 1: CCC1=C2CN3C(=CC4=C(C3=O)COC(=O)C4(CC)O)C2=NC5=C1C=C(C=C5)O. Drug 2: C(CN)CNCCSP(=O)(O)O. Cell line: RPMI-8226. Synergy scores: CSS=23.3, Synergy_ZIP=-8.30, Synergy_Bliss=-4.90, Synergy_Loewe=-87.3, Synergy_HSA=-5.23. (4) Drug 1: C1CCN(CC1)CCOC2=CC=C(C=C2)C(=O)C3=C(SC4=C3C=CC(=C4)O)C5=CC=C(C=C5)O. Drug 2: CC1=C2C(C(=O)C3(C(CC4C(C3C(C(C2(C)C)(CC1OC(=O)C(C(C5=CC=CC=C5)NC(=O)C6=CC=CC=C6)O)O)OC(=O)C7=CC=CC=C7)(CO4)OC(=O)C)O)C)OC(=O)C. Cell line: TK-10. Synergy scores: CSS=17.7, Synergy_ZIP=-4.91, Synergy_Bliss=3.58, Synergy_Loewe=-12.5, Synergy_HSA=2.45. (5) Synergy scores: CSS=12.6, Synergy_ZIP=-1.72, Synergy_Bliss=-4.07, Synergy_Loewe=-4.59, Synergy_HSA=-4.18. Drug 1: C1=CC(=CC=C1CCCC(=O)O)N(CCCl)CCCl. Cell line: NCI-H460. Drug 2: CCCCC(=O)OCC(=O)C1(CC(C2=C(C1)C(=C3C(=C2O)C(=O)C4=C(C3=O)C=CC=C4OC)O)OC5CC(C(C(O5)C)O)NC(=O)C(F)(F)F)O. (6) Drug 1: CC12CCC3C(C1CCC2=O)CC(=C)C4=CC(=O)C=CC34C. Drug 2: CC(C)NC(=O)C1=CC=C(C=C1)CNNC.Cl. Cell line: SN12C. Synergy scores: CSS=17.9, Synergy_ZIP=0.899, Synergy_Bliss=-1.73, Synergy_Loewe=-7.89, Synergy_HSA=-0.839. (7) Drug 1: CC(CN1CC(=O)NC(=O)C1)N2CC(=O)NC(=O)C2. Drug 2: C1CCC(C(C1)N)N.C(=O)(C(=O)[O-])[O-].[Pt+4]. Cell line: SF-539. Synergy scores: CSS=18.1, Synergy_ZIP=-4.29, Synergy_Bliss=-1.42, Synergy_Loewe=1.02, Synergy_HSA=1.48.